From a dataset of Full USPTO retrosynthesis dataset with 1.9M reactions from patents (1976-2016). Predict the reactants needed to synthesize the given product. (1) Given the product [CH3:24][C:23]1[CH:25]=[CH:26][C:20]([S:17]([O:1][CH2:2][CH2:3][CH:4]2[CH2:5][CH2:6][N:7]([C:10]([O:12][C:13]([CH3:16])([CH3:15])[CH3:14])=[O:11])[CH2:8][CH2:9]2)(=[O:19])=[O:18])=[CH:21][CH:22]=1, predict the reactants needed to synthesize it. The reactants are: [OH:1][CH2:2][CH2:3][CH:4]1[CH2:9][CH2:8][N:7]([C:10]([O:12][C:13]([CH3:16])([CH3:15])[CH3:14])=[O:11])[CH2:6][CH2:5]1.[S:17](Cl)([C:20]1[CH:26]=[CH:25][C:23]([CH3:24])=[CH:22][CH:21]=1)(=[O:19])=[O:18].O. (2) Given the product [CH2:15]([O:22][CH2:23][CH:24]([OH:28])[CH2:25][N:26]1[C:8]([C:5]2[CH:6]=[CH:7][C:2]([F:1])=[CH:3][CH:4]=2)=[CH:9][C:10]([CH3:11])=[N:27]1)[C:16]1[CH:21]=[CH:20][CH:19]=[CH:18][CH:17]=1, predict the reactants needed to synthesize it. The reactants are: [F:1][C:2]1[CH:7]=[CH:6][C:5]([C:8](=O)[CH2:9][C:10](=O)[CH3:11])=[CH:4][CH:3]=1.Cl.[CH2:15]([O:22][CH2:23][CH:24]([OH:28])[CH2:25][NH:26][NH2:27])[C:16]1[CH:21]=[CH:20][CH:19]=[CH:18][CH:17]=1. (3) Given the product [C:22]([O:21][C:19](=[O:20])[CH2:18][C@H:12]1[CH2:11][C@@H:10]([CH:9]=[O:8])[O:15][C:14]([CH3:17])([CH3:16])[O:13]1)([CH3:23])([CH3:25])[CH3:24], predict the reactants needed to synthesize it. The reactants are: [Br-].[K+].C(=O)(O)[O-].[Na+].[OH:8][CH2:9][C@H:10]1[O:15][C:14]([CH3:17])([CH3:16])[O:13][C@@H:12]([CH2:18][C:19]([O:21][C:22]([CH3:25])([CH3:24])[CH3:23])=[O:20])[CH2:11]1.Cl[O-].[Na+]. (4) Given the product [CH3:19][C:18]1[O:17][N:16]=[C:15]([C:20]2[CH:25]=[CH:24][CH:23]=[CH:22][CH:21]=2)[C:14]=1[C:12]1[N:2]2[CH2:3][C:4]3[C:9]([C:1]2=[N:10][N:11]=1)=[CH:8][CH:7]=[CH:6][CH:5]=3, predict the reactants needed to synthesize it. The reactants are: [C:1]1([NH:10][NH:11][C:12]([C:14]2[C:15]([C:20]3[CH:25]=[CH:24][CH:23]=[CH:22][CH:21]=3)=[N:16][O:17][C:18]=2[CH3:19])=O)[C:9]2[C:4](=[CH:5][CH:6]=[CH:7][CH:8]=2)[CH2:3][N:2]=1.C(O)(=O)C.